Dataset: Forward reaction prediction with 1.9M reactions from USPTO patents (1976-2016). Task: Predict the product of the given reaction. (1) Given the reactants O1[C:5]2([CH2:10][CH2:9][CH:8]([CH2:11][NH:12][C:13](=[O:22])[O:14][CH2:15][C:16]3[CH:21]=[CH:20][CH:19]=[CH:18][CH:17]=3)[CH2:7][CH2:6]2)[O:4]CC1.Cl, predict the reaction product. The product is: [O:4]=[C:5]1[CH2:10][CH2:9][CH:8]([CH2:11][NH:12][C:13](=[O:22])[O:14][CH2:15][C:16]2[CH:17]=[CH:18][CH:19]=[CH:20][CH:21]=2)[CH2:7][CH2:6]1. (2) Given the reactants [F:1][C:2]1[CH:3]=[N:4][CH:5]=[CH:6][C:7]=1[C:8]1[C:9]([C:16]2[CH:17]=[N:18][CH:19]=[CH:20][CH:21]=2)=[N:10][C:11]([NH2:15])=[C:12]([NH2:14])[CH:13]=1.[CH:22]1([C:25](C(Cl)=O)=[O:26])[CH2:24][CH2:23]1, predict the reaction product. The product is: [NH2:15][C:11]1[N:10]=[C:9]([C:16]2[CH:17]=[N:18][CH:19]=[CH:20][CH:21]=2)[C:8]([C:7]2[CH:6]=[CH:5][N:4]=[CH:3][C:2]=2[F:1])=[CH:13][C:12]=1[NH:14][C:25]([CH:22]1[CH2:24][CH2:23]1)=[O:26]. (3) The product is: [Br:1][C:2]1[CH:10]=[CH:9][C:5]([C:6]([OH:8])=[O:7])=[C:4]([CH2:12][CH3:13])[CH:3]=1. Given the reactants [Br:1][C:2]1[CH:10]=[CH:9][C:5]([C:6]([OH:8])=[O:7])=[C:4](F)[CH:3]=1.[CH2:12]([Mg]Br)[CH3:13].Cl.C(OCC)(=O)C, predict the reaction product. (4) Given the reactants [O:1]1[CH2:7][CH2:6][CH2:5][NH:4][CH2:3][CH2:2]1.[Br:8][C:9]1[CH:17]=[CH:16][C:12]([C:13](O)=[O:14])=[C:11]([F:18])[CH:10]=1, predict the reaction product. The product is: [Br:8][C:9]1[CH:17]=[CH:16][C:12]([C:13]([N:4]2[CH2:5][CH2:6][CH2:7][O:1][CH2:2][CH2:3]2)=[O:14])=[C:11]([F:18])[CH:10]=1. (5) Given the reactants [Br:1][C:2]1[N:10]=[C:5]2[CH:6]=[N:7][NH:8][CH:9]=[C:4]2[N:3]=1.C([O-])([O-])=O.[K+].[K+].[F:17][C:18]([F:37])([F:36])[C:19]1[CH:24]=[C:23]([C:25]([F:28])([F:27])[F:26])[CH:22]=[CH:21][C:20]=1[C:29]1[CH:33]=[C:32]([CH2:34]Cl)[O:31][N:30]=1.O, predict the reaction product. The product is: [F:37][C:18]([F:17])([F:36])[C:19]1[CH:24]=[C:23]([C:25]([F:28])([F:26])[F:27])[CH:22]=[CH:21][C:20]=1[C:29]1[CH:33]=[C:32]([CH2:34][N:7]2[CH:6]=[C:5]3[N:10]=[C:2]([Br:1])[N:3]=[C:4]3[CH:9]=[N:8]2)[O:31][N:30]=1. (6) Given the reactants C(OC(=O)[NH:10][C:11]1[CH:16]=[CH:15][CH:14]=[C:13]([CH:17]([N:27]([C:32]([O:34][C:35]([CH3:38])([CH3:37])[CH3:36])=[O:33])[CH2:28][CH2:29][O:30][CH3:31])[CH2:18][O:19][Si:20]([C:23]([CH3:26])([CH3:25])[CH3:24])([CH3:22])[CH3:21])[CH:12]=1)C1C=CC=CC=1, predict the reaction product. The product is: [NH2:10][C:11]1[CH:12]=[C:13]([CH:17]([N:27]([CH2:28][CH2:29][O:30][CH3:31])[C:32](=[O:33])[O:34][C:35]([CH3:36])([CH3:37])[CH3:38])[CH2:18][O:19][Si:20]([C:23]([CH3:26])([CH3:25])[CH3:24])([CH3:21])[CH3:22])[CH:14]=[CH:15][CH:16]=1.